From a dataset of Forward reaction prediction with 1.9M reactions from USPTO patents (1976-2016). Predict the product of the given reaction. Given the reactants [CH:1]1([N:7]([CH3:26])[C:8]2[CH:13]=[CH:12][C:11]([C:14]3[CH:19]=[CH:18][CH:17]=[CH:16][C:15]=3[C:20]3[NH:24][N:23]=[N:22][N:21]=3)=[CH:10][C:9]=2[NH2:25])[CH2:6][CH2:5][CH2:4][CH2:3][CH2:2]1.[N:27]([C:30]1[CH:35]=[CH:34][C:33]([C:36]([F:39])([F:38])[F:37])=[CH:32][CH:31]=1)=[C:28]=[O:29], predict the reaction product. The product is: [CH:1]1([N:7]([CH3:26])[C:8]2[CH:13]=[CH:12][C:11]([C:14]3[CH:19]=[CH:18][CH:17]=[CH:16][C:15]=3[C:20]3[NH:24][N:23]=[N:22][N:21]=3)=[CH:10][C:9]=2[NH:25][C:28]([NH:27][C:30]2[CH:31]=[CH:32][C:33]([C:36]([F:37])([F:38])[F:39])=[CH:34][CH:35]=2)=[O:29])[CH2:2][CH2:3][CH2:4][CH2:5][CH2:6]1.